From a dataset of NCI-60 drug combinations with 297,098 pairs across 59 cell lines. Regression. Given two drug SMILES strings and cell line genomic features, predict the synergy score measuring deviation from expected non-interaction effect. (1) Drug 1: CCC(=C(C1=CC=CC=C1)C2=CC=C(C=C2)OCCN(C)C)C3=CC=CC=C3.C(C(=O)O)C(CC(=O)O)(C(=O)O)O. Drug 2: C1=NC(=NC(=O)N1C2C(C(C(O2)CO)O)O)N. Cell line: CCRF-CEM. Synergy scores: CSS=18.2, Synergy_ZIP=-12.8, Synergy_Bliss=-22.7, Synergy_Loewe=-36.4, Synergy_HSA=-19.5. (2) Drug 1: CC1=C(C(CCC1)(C)C)C=CC(=CC=CC(=CC(=O)O)C)C. Drug 2: C1=NNC2=C1C(=O)NC=N2. Cell line: HCT116. Synergy scores: CSS=-4.03, Synergy_ZIP=-0.361, Synergy_Bliss=-2.27, Synergy_Loewe=-3.64, Synergy_HSA=-3.83. (3) Cell line: SNB-75. Synergy scores: CSS=-1.32, Synergy_ZIP=1.20, Synergy_Bliss=0.627, Synergy_Loewe=-2.01, Synergy_HSA=-1.70. Drug 2: C1=NNC2=C1C(=O)NC=N2. Drug 1: CCC(=C(C1=CC=CC=C1)C2=CC=C(C=C2)OCCN(C)C)C3=CC=CC=C3.C(C(=O)O)C(CC(=O)O)(C(=O)O)O. (4) Drug 1: CC1C(C(CC(O1)OC2CC(CC3=C2C(=C4C(=C3O)C(=O)C5=C(C4=O)C(=CC=C5)OC)O)(C(=O)CO)O)N)O.Cl. Drug 2: CN(C)C1=NC(=NC(=N1)N(C)C)N(C)C. Cell line: HL-60(TB). Synergy scores: CSS=-9.75, Synergy_ZIP=10.1, Synergy_Bliss=7.52, Synergy_Loewe=-14.3, Synergy_HSA=-12.4.